This data is from Catalyst prediction with 721,799 reactions and 888 catalyst types from USPTO. The task is: Predict which catalyst facilitates the given reaction. (1) Reactant: [OH:1][CH2:2][CH:3]1[CH2:6][CH:5]([OH:7])[CH2:4]1.CCN(CC)CC.[S:15](Cl)([C:18]1[CH:24]=[CH:23][C:21]([CH3:22])=[CH:20][CH:19]=1)(=[O:17])=[O:16]. Product: [CH3:22][C:21]1[CH:23]=[CH:24][C:18]([S:15]([O:1][CH2:2][CH:3]2[CH2:6][CH:5]([OH:7])[CH2:4]2)(=[O:17])=[O:16])=[CH:19][CH:20]=1. The catalyst class is: 2. (2) Product: [CH3:1][O:2][C:3]([C:5]1[CH:6]=[C:7]([OH:14])[CH:8]=[C:9]2[O:13][CH2:12][CH2:11][C:10]=12)=[O:4]. The catalyst class is: 99. Reactant: [CH3:1][O:2][C:3]([C:5]1[CH:6]=[C:7]([OH:14])[CH:8]=[C:9]2[O:13][CH:12]=[CH:11][C:10]=12)=[O:4].C(O)(=O)C. (3) The catalyst class is: 613. Product: [NH:21]1[C:20]2[C:15](=[N:16][CH:17]=[CH:18][CH:19]=2)[CH:6]=[C:2]1[C:3]([OH:5])=[O:4]. Reactant: O=[C:2]([CH3:6])[C:3]([OH:5])=[O:4].C(N(CC)CC)C.Br[C:15]1[C:20]([NH2:21])=[CH:19][CH:18]=[CH:17][N:16]=1.C1(P(C2C=CC=CC=2)C2C=CC=CC=2)C=CC=CC=1. (4) Reactant: [CH2:1]([C:3]1[NH:4][C:5]2[C:10]([C:11](=[O:13])[CH:12]=1)=[CH:9][C:8]([F:14])=[CH:7][CH:6]=2)[CH3:2].[I:15]I.C([O-])([O-])=O.[Na+].[Na+].[O-]S([O-])(=S)=O.[Na+].[Na+]. Product: [CH2:1]([C:3]1[NH:4][C:5]2[C:10]([C:11](=[O:13])[C:12]=1[I:15])=[CH:9][C:8]([F:14])=[CH:7][CH:6]=2)[CH3:2]. The catalyst class is: 1. (5) Reactant: Cl[C:2]1[C:3]([F:12])=[C:4]([CH:8]=[CH:9][C:10]=1[F:11])[C:5]([OH:7])=[O:6].[CH:13]#[C:14][CH2:15][CH2:16][CH2:17][CH2:18][CH2:19][CH2:20][CH2:21][CH3:22].C1(P(C2CCCCC2)C2C=CC=CC=2C2C(C(C)C)=CC(S([O-])(=O)=O)=CC=2C(C)C)CCCCC1.[Na+].C([O-])([O-])=O.[Cs+].[Cs+]. Product: [C:13]([C:2]1[C:3]([F:12])=[C:4]([CH:8]=[CH:9][C:10]=1[F:11])[C:5]([OH:7])=[O:6])#[C:14][CH2:15][CH2:16][CH2:17][CH2:18][CH2:19][CH2:20][CH2:21][CH3:22]. The catalyst class is: 47.